From a dataset of NCI-60 drug combinations with 297,098 pairs across 59 cell lines. Regression. Given two drug SMILES strings and cell line genomic features, predict the synergy score measuring deviation from expected non-interaction effect. (1) Drug 1: C1CN1C2=NC(=NC(=N2)N3CC3)N4CC4. Drug 2: CN(CC1=CN=C2C(=N1)C(=NC(=N2)N)N)C3=CC=C(C=C3)C(=O)NC(CCC(=O)O)C(=O)O. Cell line: IGROV1. Synergy scores: CSS=41.0, Synergy_ZIP=-4.00, Synergy_Bliss=0.272, Synergy_Loewe=-0.641, Synergy_HSA=-0.182. (2) Drug 1: C1=CC=C(C(=C1)C(C2=CC=C(C=C2)Cl)C(Cl)Cl)Cl. Drug 2: C1CCC(C(C1)N)N.C(=O)(C(=O)[O-])[O-].[Pt+4]. Cell line: HCT-15. Synergy scores: CSS=36.3, Synergy_ZIP=1.16, Synergy_Bliss=0.443, Synergy_Loewe=-30.3, Synergy_HSA=2.22.